Task: Predict the reaction yield, written as a fraction of the theoretical maximum amount of product (1.0 means a 100% yield; for example, 0.34 means a 34% yield).. Dataset: Reaction yield outcomes from USPTO patents with 853,638 reactions (1) The reactants are [CH2:1]([N:3]([CH2:6][C:7]1[CH:13]=[CH:12][C:10]([NH2:11])=[CH:9][CH:8]=1)[CH2:4][CH3:5])[CH3:2].O[CH:15]=[C:16]1[C:24]2[C:19](=[CH:20][C:21]([C:25]([C:27]3[CH:28]=[C:29]([NH:33][C:34]([C:36]4[N:40]([CH3:41])[N:39]=[C:38]([CH3:42])[CH:37]=4)=[O:35])[CH:30]=[CH:31][CH:32]=3)=[O:26])=[CH:22][CH:23]=2)[NH:18][C:17]1=[O:43]. The catalyst is C1COCC1. The product is [CH2:1]([N:3]([CH2:6][C:7]1[CH:8]=[CH:9][C:10]([NH:11]/[CH:15]=[C:16]2\[C:17](=[O:43])[NH:18][C:19]3[C:24]\2=[CH:23][CH:22]=[C:21]([C:25]([C:27]2[CH:28]=[C:29]([NH:33][C:34]([C:36]4[N:40]([CH3:41])[N:39]=[C:38]([CH3:42])[CH:37]=4)=[O:35])[CH:30]=[CH:31][CH:32]=2)=[O:26])[CH:20]=3)=[CH:12][CH:13]=1)[CH2:4][CH3:5])[CH3:2]. The yield is 0.550. (2) The reactants are CC(C)[C@H](N1CC2C(=CC(C3C=CC([N+]([O-])=O)=CC=3)=CC=2)C1=O)C(OC)=O.Br[CH2:29][C:30]1[CH:35]=[CH:34][C:33]([C:36]2[CH:41]=[CH:40][C:39]([N+:42]([O-:44])=[O:43])=[CH:38][CH:37]=2)=[CH:32][C:31]=1[C:45]([O:47]C)=O.Cl.[NH2:50][C@@H:51]1[CH2:55][CH2:54][CH2:53][C@@H:52]1[C:56]([O:58][CH3:59])=[O:57]. No catalyst specified. The product is [N+:42]([C:39]1[CH:38]=[CH:37][C:36]([C:33]2[CH:32]=[C:31]3[C:30]([CH2:29][N:50]([C@@H:51]4[CH2:55][CH2:54][CH2:53][C@@H:52]4[C:56]([O:58][CH3:59])=[O:57])[C:45]3=[O:47])=[CH:35][CH:34]=2)=[CH:41][CH:40]=1)([O-:44])=[O:43]. The yield is 0.750. (3) The yield is 0.280. The reactants are [NH2:1][C:2]1[C:3]([C:34](OC)=[O:35])=[N:4][C:5]([C:27]2[CH:32]=[CH:31][CH:30]=[C:29]([OH:33])[CH:28]=2)=[N:6][C:7]=1[NH:8][C:9]1[CH:17]=[CH:16][CH:15]=[C:14]2[C:10]=1[CH:11]=[CH:12][N:13]2S(C1C=CC=CC=1)(=O)=O.[NH2:38]C1C(C(OC)=O)=NC(Cl)=NC=1NC1C=CC=C2C=1C=CN2S(C1C=CC=CC=1)(=O)=O.[OH:69][C:70]1C=C(B(O)O)C=CC=1.C1(P(C2CCCCC2)C2C=CC=CC=2C2C(OC)=CC=CC=2OC)CCCCC1.P([O-])([O-])([O-])=O.[K+].[K+].[K+]. The product is [OH:33][C:29]1[CH:28]=[C:27]([C:5]2[N:6]=[C:7]3[C:2]([NH:1][C:70](=[O:69])[N:8]3[C:9]3[CH:17]=[CH:16][CH:15]=[C:14]4[C:10]=3[CH:11]=[CH:12][NH:13]4)=[C:3]([C:34]([NH2:38])=[O:35])[N:4]=2)[CH:32]=[CH:31][CH:30]=1. The catalyst is CCOC(C)=O.C([O-])(=O)C.[Pd+2].C([O-])(=O)C. (4) The reactants are [CH2:1]([O:8][C:9](=[O:25])[NH:10][C:11]1[CH:16]=[CH:15][C:14]([NH:17][C:18](=[O:24])[CH2:19][CH2:20][CH2:21][CH2:22]Br)=[CH:13][CH:12]=1)[C:2]1[CH:7]=[CH:6][CH:5]=[CH:4][CH:3]=1.[CH3:26][NH:27][CH3:28].O. The catalyst is ClCCl. The product is [CH2:1]([O:8][C:9](=[O:25])[NH:10][C:11]1[CH:16]=[CH:15][C:14]([NH:17][C:18](=[O:24])[CH2:19][CH2:20][CH2:21][CH2:22][N:27]([CH3:28])[CH3:26])=[CH:13][CH:12]=1)[C:2]1[CH:7]=[CH:6][CH:5]=[CH:4][CH:3]=1. The yield is 0.680. (5) The reactants are [CH2:1]([C:3]1[CH:4]=[N:5][C:6]([C:9]2[CH:10]=[C:11]3[C:15](=[CH:16][CH:17]=2)[C@H:14]([N:18]2[CH2:21][C:20]4([CH2:26][CH2:25][N:24](C(OC(C)(C)C)=O)[CH2:23][CH2:22]4)[CH2:19]2)[CH2:13][CH2:12]3)=[N:7][CH:8]=1)[CH3:2].[ClH:34].CO. The catalyst is O1CCOCC1. The product is [ClH:34].[ClH:34].[CH2:1]([C:3]1[CH:4]=[N:5][C:6]([C:9]2[CH:10]=[C:11]3[C:15](=[CH:16][CH:17]=2)[C@H:14]([N:18]2[CH2:21][C:20]4([CH2:26][CH2:25][NH:24][CH2:23][CH2:22]4)[CH2:19]2)[CH2:13][CH2:12]3)=[N:7][CH:8]=1)[CH3:2]. The yield is 1.00. (6) The reactants are [CH3:1][O:2][CH2:3][CH2:4]O.[C:6]([OH:10])(=[O:9])[CH2:7][SH:8].C1(C)C=CC=CC=1. The catalyst is S(=O)(=O)(O)O.ClCCl. The product is [SH:8][CH2:7][C:6]([O:10][CH2:4][CH2:3][O:2][CH3:1])=[O:9]. The yield is 0.840. (7) No catalyst specified. The product is [F:1][C:2]1[CH:3]=[C:4]([N+:9]([O-:11])=[O:10])[CH:5]=[CH:6][C:7]=1[S:12][C:13]1[NH:14][CH:15]=[CH:16][N:17]=1. The reactants are [F:1][C:2]1[CH:3]=[C:4]([N+:9]([O-:11])=[O:10])[CH:5]=[CH:6][C:7]=1F.[SH:12][C:13]1[NH:14][CH:15]=[CH:16][N:17]=1. The yield is 0.380.